Dataset: NCI-60 drug combinations with 297,098 pairs across 59 cell lines. Task: Regression. Given two drug SMILES strings and cell line genomic features, predict the synergy score measuring deviation from expected non-interaction effect. (1) Synergy scores: CSS=-6.99, Synergy_ZIP=10.5, Synergy_Bliss=10.9, Synergy_Loewe=-9.54, Synergy_HSA=-7.93. Cell line: SK-MEL-5. Drug 2: C1CCC(C1)C(CC#N)N2C=C(C=N2)C3=C4C=CNC4=NC=N3. Drug 1: CS(=O)(=O)C1=CC(=C(C=C1)C(=O)NC2=CC(=C(C=C2)Cl)C3=CC=CC=N3)Cl. (2) Drug 1: CS(=O)(=O)C1=CC(=C(C=C1)C(=O)NC2=CC(=C(C=C2)Cl)C3=CC=CC=N3)Cl. Drug 2: C1CN(CCN1C(=O)CCBr)C(=O)CCBr. Cell line: T-47D. Synergy scores: CSS=10.1, Synergy_ZIP=-3.32, Synergy_Bliss=0.833, Synergy_Loewe=-1.31, Synergy_HSA=1.07.